Dataset: Retrosynthesis with 50K atom-mapped reactions and 10 reaction types from USPTO. Task: Predict the reactants needed to synthesize the given product. Given the product CC(C)(NC(=O)Cn1nc(-c2ccc(Cl)cc2)n(C2CC2)c1=O)c1cccc(C(F)(F)F)c1, predict the reactants needed to synthesize it. The reactants are: CC(C)(N)c1cccc(C(F)(F)F)c1.O=C(O)Cn1nc(-c2ccc(Cl)cc2)n(C2CC2)c1=O.